This data is from Forward reaction prediction with 1.9M reactions from USPTO patents (1976-2016). The task is: Predict the product of the given reaction. (1) The product is: [CH3:8][C@@H:9]([O:13][C:14]1[N:22]=[C:21]2[C:17]([N:18]=[C:19]([O:23][CH3:24])[N:20]2[CH2:27][CH2:28][C@H:29]2[CH2:33][CH2:32][O:31][CH2:30]2)=[C:16]([NH2:25])[N:15]=1)[CH2:10][CH2:11][CH3:12]. Given the reactants FC(F)(F)C(O)=O.[CH3:8][C@@H:9]([O:13][C:14]1[NH:15][C:16]([NH2:25])=[C:17]2[C:21]([N:22]=1)=[N:20][C:19]([O:23][CH3:24])=[N:18]2)[CH2:10][CH2:11][CH3:12].Br[CH2:27][CH2:28][C@H:29]1[CH2:33][CH2:32][O:31][CH2:30]1, predict the reaction product. (2) Given the reactants [CH3:1][C:2]1[C:10]2[C:5](=[N:6][CH:7]=[CH:8][CH:9]=2)[NH:4][N:3]=1.C(N(CC)CC)C.[O:18](C(OC(C)(C)C)=O)[C:19]([O:21][C:22]([CH3:25])([CH3:24])[CH3:23])=O, predict the reaction product. The product is: [CH3:1][C:2]1[C:10]2[C:5](=[N:6][CH:7]=[CH:8][CH:9]=2)[N:4]([C:19]([O:21][C:22]([CH3:25])([CH3:24])[CH3:23])=[O:18])[N:3]=1. (3) Given the reactants [F:1][C:2]1[CH:7]=[CH:6][C:5]([C:8]2[C:13]([C:14]3[CH:19]=[CH:18][N:17]=[CH:16][CH:15]=3)=[C:12]([C:20]3[CH:25]=[CH:24][C:23]([F:26])=[CH:22][CH:21]=3)[N:11]=[C:10]3[NH:27][N:28]=[CH:29][C:9]=23)=[CH:4][CH:3]=1.[Br:30]Br.C(#N)C, predict the reaction product. The product is: [Br:30][C:29]1[C:9]2[C:10](=[N:11][C:12]([C:20]3[CH:25]=[CH:24][C:23]([F:26])=[CH:22][CH:21]=3)=[C:13]([C:14]3[CH:15]=[CH:16][N:17]=[CH:18][CH:19]=3)[C:8]=2[C:5]2[CH:6]=[CH:7][C:2]([F:1])=[CH:3][CH:4]=2)[NH:27][N:28]=1.